Task: Regression/Classification. Given a drug SMILES string, predict its absorption, distribution, metabolism, or excretion properties. Task type varies by dataset: regression for continuous measurements (e.g., permeability, clearance, half-life) or binary classification for categorical outcomes (e.g., BBB penetration, CYP inhibition). Dataset: cyp3a4_veith.. Dataset: CYP3A4 inhibition data for predicting drug metabolism from PubChem BioAssay (1) The drug is COc1cc(OC)cc(C(=O)Nc2ccccc2C(=O)N2CCCC2)c1. The result is 0 (non-inhibitor). (2) The compound is N#Cc1c(NC(=O)CCN2C(=O)c3ccccc3C2=O)oc(-c2ccccc2)c1-c1ccccc1. The result is 1 (inhibitor).